This data is from Forward reaction prediction with 1.9M reactions from USPTO patents (1976-2016). The task is: Predict the product of the given reaction. (1) Given the reactants [N:1]1[C:10]2[C:9](=O)[CH2:8][CH2:7][CH2:6][C:5]=2[CH:4]=[CH:3][CH:2]=1.[C:12]([O:16][C:17]([N:19]1[CH2:24][CH2:23][CH:22]([NH2:25])[CH2:21][CH2:20]1)=[O:18])([CH3:15])([CH3:14])[CH3:13].[BH-](OC(C)=O)(OC(C)=O)OC(C)=O.[Na+], predict the reaction product. The product is: [C:12]([O:16][C:17]([N:19]1[CH2:24][CH2:23][CH:22]([NH:25][CH:9]2[C:10]3[N:1]=[CH:2][CH:3]=[CH:4][C:5]=3[CH2:6][CH2:7][CH2:8]2)[CH2:21][CH2:20]1)=[O:18])([CH3:15])([CH3:13])[CH3:14]. (2) Given the reactants N1C(C)=CC=CC=1C.[F:9][C:10]([F:23])([F:22])[S:11]([O:14]S(C(F)(F)F)(=O)=O)(=[O:13])=[O:12].[C:24]([O:29][C:30]([CH3:33])([CH3:32])[CH3:31])(=[O:28])[C@H:25]([CH3:27])O, predict the reaction product. The product is: [F:9][C:10]([F:23])([F:22])[S:11]([O:14][C@@H:25]([CH3:27])[C:24]([O:29][C:30]([CH3:33])([CH3:32])[CH3:31])=[O:28])(=[O:13])=[O:12]. (3) Given the reactants [CH:1]1([C:4]2[C:5]([NH:24][S:25]([CH3:28])(=[O:27])=[O:26])=[CH:6][C:7]3[O:11][C:10]([C:12]4[CH:17]=[CH:16][C:15]([F:18])=[CH:14][CH:13]=4)=[C:9]([C:19]([NH:21][CH3:22])=[O:20])[C:8]=3[CH:23]=2)[CH2:3][CH2:2]1.F[C:30]1[CH:31]=[CH:32][C:33]([N+:40]([O-:42])=[O:41])=[C:34]([CH:39]=1)[C:35]([O:37][CH3:38])=[O:36].C(=O)([O-])[O-].[Na+].[Na+], predict the reaction product. The product is: [CH:1]1([C:4]2[C:5]([N:24]([C:30]3[CH:31]=[CH:32][C:33]([N+:40]([O-:42])=[O:41])=[C:34]([CH:39]=3)[C:35]([O:37][CH3:38])=[O:36])[S:25]([CH3:28])(=[O:27])=[O:26])=[CH:6][C:7]3[O:11][C:10]([C:12]4[CH:17]=[CH:16][C:15]([F:18])=[CH:14][CH:13]=4)=[C:9]([C:19](=[O:20])[NH:21][CH3:22])[C:8]=3[CH:23]=2)[CH2:3][CH2:2]1. (4) Given the reactants [Cl:1][C:2]1[C:10]2[C:5](=[CH:6][CH:7]=[C:8]([O:11][CH3:12])[CH:9]=2)[NH:4][C:3]=1[C:13]#[N:14].Cl.[NH2:16][OH:17].C(N(CC)CC)C, predict the reaction product. The product is: [Cl:1][C:2]1[C:10]2[C:5](=[CH:6][CH:7]=[C:8]([O:11][CH3:12])[CH:9]=2)[NH:4][C:3]=1[C:13]([NH:16][OH:17])=[NH:14].